This data is from Full USPTO retrosynthesis dataset with 1.9M reactions from patents (1976-2016). The task is: Predict the reactants needed to synthesize the given product. Given the product [CH3:1][O:2][C:3]1[C:8]([CH2:9][N:20]2[CH2:19][CH2:18][CH:17]([CH2:16][O:15][C:14]3[CH:23]=[CH:24][CH:25]=[CH:26][C:13]=3[O:12][CH3:11])[CH2:22][CH2:21]2)=[CH:7][CH:6]=[CH:5][N:4]=1, predict the reactants needed to synthesize it. The reactants are: [CH3:1][O:2][C:3]1[C:8]([CH2:9]Cl)=[CH:7][CH:6]=[CH:5][N:4]=1.[CH3:11][O:12][C:13]1[CH:26]=[CH:25][CH:24]=[CH:23][C:14]=1[O:15][CH2:16][CH:17]1[CH2:22][CH2:21][NH:20][CH2:19][CH2:18]1.C(=O)([O-])[O-].[K+].[K+].